Task: Predict the reactants needed to synthesize the given product.. Dataset: Full USPTO retrosynthesis dataset with 1.9M reactions from patents (1976-2016) Given the product [CH3:23][N:22]([CH3:24])[C:21]([O:20][C:11]1[CH:12]=[CH:13][C:14]([S:16]([CH3:19])(=[O:18])=[O:17])=[CH:15][C:10]=1[C:9]([OH:26])=[O:8])=[O:25], predict the reactants needed to synthesize it. The reactants are: C([O:8][C:9](=[O:26])[C:10]1[CH:15]=[C:14]([S:16]([CH3:19])(=[O:18])=[O:17])[CH:13]=[CH:12][C:11]=1[O:20][C:21](=[O:25])[N:22]([CH3:24])[CH3:23])C1C=CC=CC=1.